Dataset: Full USPTO retrosynthesis dataset with 1.9M reactions from patents (1976-2016). Task: Predict the reactants needed to synthesize the given product. (1) Given the product [Br:15][CH2:13][C:12](=[O:14])[CH2:11][CH2:10][C:7]1[CH:6]=[CH:5][C:4]([N+:1]([O-:3])=[O:2])=[CH:9][CH:8]=1, predict the reactants needed to synthesize it. The reactants are: [N+:1]([C:4]1[CH:9]=[CH:8][C:7]([CH2:10][CH2:11][C:12](=[O:14])[CH3:13])=[CH:6][CH:5]=1)([O-:3])=[O:2].[Br:15]Br.O. (2) Given the product [CH3:1][O:2][C:3]1[CH:8]=[CH:7][C:6]([C:9]2[N:10]=[C:11]3[CH:16]=[C:15]([N:17]4[CH2:19][CH:18]4[CH3:21])[CH:14]=[CH:13][N:12]3[CH:22]=2)=[CH:5][CH:4]=1, predict the reactants needed to synthesize it. The reactants are: [CH3:1][O:2][C:3]1[CH:8]=[CH:7][C:6]([C:9]2[N:10]=[C:11]3[CH:16]=[C:15]([NH:17][CH:18]([CH3:21])[CH2:19]O)[CH:14]=[CH:13][N:12]3[CH:22]=2)=[CH:5][CH:4]=1.COCCN(S(F)(F)F)CCOC. (3) Given the product [Cl:1][C:2]1[C:7]2[CH:8]=[CH:9][N:10]=[CH:11][C:6]=2[C:5]([NH:18][C:17]2[CH:19]=[CH:20][CH:21]=[C:15]([C:14]([F:13])([F:22])[F:23])[CH:16]=2)=[N:4][N:3]=1, predict the reactants needed to synthesize it. The reactants are: [Cl:1][C:2]1[C:7]2[CH:8]=[CH:9][N:10]=[CH:11][C:6]=2[C:5](Cl)=[N:4][N:3]=1.[F:13][C:14]([F:23])([F:22])[C:15]1[CH:16]=[C:17]([CH:19]=[CH:20][CH:21]=1)[NH2:18].CN1CCCC1=O. (4) Given the product [C:16]([O:15][C:13]([N:1]1[CH2:6][CH2:5][CH:4]([CH:7]2[CH2:12][CH2:11][N:10]([C:24]3[CH:23]=[N:22][C:21]([Cl:20])=[CH:26][N:25]=3)[CH2:9][CH2:8]2)[CH2:3][CH2:2]1)=[O:14])([CH3:19])([CH3:18])[CH3:17], predict the reactants needed to synthesize it. The reactants are: [N:1]1([C:13]([O:15][C:16]([CH3:19])([CH3:18])[CH3:17])=[O:14])[CH2:6][CH2:5][CH:4]([CH:7]2[CH2:12][CH2:11][NH:10][CH2:9][CH2:8]2)[CH2:3][CH2:2]1.[Cl:20][C:21]1[CH:26]=[N:25][C:24](Cl)=[CH:23][N:22]=1.N12CCCN=C1CCCCC2. (5) Given the product [Cl:1][C:2]1[CH:3]=[C:4]2[N:22]([C:23]([C:36]3[CH:41]=[CH:40][CH:39]=[CH:38][CH:37]=3)([C:24]3[CH:29]=[CH:28][CH:27]=[CH:26][CH:25]=3)[C:30]3[CH:35]=[CH:34][CH:33]=[CH:32][CH:31]=3)[N:21]=[C:20]3[C:5]2=[C:6]([CH2:8][CH2:9][N:10]3[CH2:11][C:12]2[CH:13]=[CH:14][C:15]([O:18][CH3:19])=[CH:16][CH:17]=2)[N:7]=1, predict the reactants needed to synthesize it. The reactants are: [Cl:1][C:2]1[N:7]=[C:6]([CH2:8][CH2:9][NH:10][CH2:11][C:12]2[CH:17]=[CH:16][C:15]([O:18][CH3:19])=[CH:14][CH:13]=2)[C:5]2[C:20](I)=[N:21][N:22]([C:23]([C:36]3[CH:41]=[CH:40][CH:39]=[CH:38][CH:37]=3)([C:30]3[CH:35]=[CH:34][CH:33]=[CH:32][CH:31]=3)[C:24]3[CH:29]=[CH:28][CH:27]=[CH:26][CH:25]=3)[C:4]=2[CH:3]=1.CC([O-])(C)C.[Na+].C1COCC1.